This data is from Full USPTO retrosynthesis dataset with 1.9M reactions from patents (1976-2016). The task is: Predict the reactants needed to synthesize the given product. (1) Given the product [Cl:1][C:2]1[CH:3]=[CH:4][C:5]([C:38]#[N:39])=[C:6]([C:8]2[CH:13]=[CH:12][N:11]([CH:14]([CH3:36])[C:15]([NH:17][C:18]3[CH:26]=[C:25]4[C:21]([C:22](=[O:35])[N:23]([CH3:34])[NH:24]4)=[CH:20][CH:19]=3)=[O:16])[C:10](=[O:37])[CH:9]=2)[CH:7]=1, predict the reactants needed to synthesize it. The reactants are: [Cl:1][C:2]1[CH:3]=[CH:4][C:5]([C:38]#[N:39])=[C:6]([C:8]2[CH:13]=[CH:12][N:11]([CH:14]([CH3:36])[C:15]([NH:17][C:18]3[CH:26]=[C:25]4[C:21]([C:22](=[O:35])[N:23]([CH3:34])[N:24]4C(OC(C)(C)C)=O)=[CH:20][CH:19]=3)=[O:16])[C:10](=[O:37])[CH:9]=2)[CH:7]=1.C(O)(C(F)(F)F)=O. (2) Given the product [C:26]([C:25]1[C:20]([O:19][CH2:16][CH2:17][CH3:18])=[C:21]([C:2]2[C:7]([OH:8])=[CH:6][CH:5]=[C:4]([CH:9]=[CH:10][C:11]([OH:13])=[O:12])[CH:3]=2)[CH:22]=[C:23]([C:30]([CH3:33])([CH3:32])[CH3:31])[CH:24]=1)([CH3:29])([CH3:27])[CH3:28], predict the reactants needed to synthesize it. The reactants are: Br[C:2]1[CH:3]=[C:4]([CH:9]=[CH:10][C:11]([O:13]CC)=[O:12])[CH:5]=[CH:6][C:7]=1[OH:8].[CH2:16]([O:19][C:20]1[C:25]([C:26]([CH3:29])([CH3:28])[CH3:27])=[CH:24][C:23]([C:30]([CH3:33])([CH3:32])[CH3:31])=[CH:22][C:21]=1B(O)O)[CH2:17][CH3:18]. (3) The reactants are: Br[C:2]1[C:10]2[N:9]3[CH2:11][CH2:12][CH2:13][NH:14][C:15](=[O:16])[C:8]3=[C:7]([CH3:17])[C:6]=2[CH:5]=[C:4]([Cl:18])[CH:3]=1.[Cl:19][C:20]1[CH:25]=[CH:24][C:23](B(O)O)=[CH:22][CH:21]=1. Given the product [Cl:18][C:4]1[CH:3]=[C:2]([C:23]2[CH:24]=[CH:25][C:20]([Cl:19])=[CH:21][CH:22]=2)[C:10]2[N:9]3[CH2:11][CH2:12][CH2:13][NH:14][C:15](=[O:16])[C:8]3=[C:7]([CH3:17])[C:6]=2[CH:5]=1, predict the reactants needed to synthesize it. (4) Given the product [CH3:6][O:5][C:3](=[O:4])[CH:2]([P:11]([O:12][CH2:13][CH3:14])([O:10][CH2:8][CH3:9])=[O:15])[CH3:7], predict the reactants needed to synthesize it. The reactants are: Br[CH:2]([CH3:7])[C:3]([O:5][CH3:6])=[O:4].[CH2:8]([O:10][P:11]([O:15]CC)[O:12][CH2:13][CH3:14])[CH3:9].